Dataset: NCI-60 drug combinations with 297,098 pairs across 59 cell lines. Task: Regression. Given two drug SMILES strings and cell line genomic features, predict the synergy score measuring deviation from expected non-interaction effect. (1) Drug 1: CC(C1=C(C=CC(=C1Cl)F)Cl)OC2=C(N=CC(=C2)C3=CN(N=C3)C4CCNCC4)N. Drug 2: C1CN(P(=O)(OC1)NCCCl)CCCl. Cell line: HOP-62. Synergy scores: CSS=-2.41, Synergy_ZIP=0.177, Synergy_Bliss=-5.80, Synergy_Loewe=-7.45, Synergy_HSA=-7.74. (2) Drug 1: CC(CN1CC(=O)NC(=O)C1)N2CC(=O)NC(=O)C2. Drug 2: CN1C2=C(C=C(C=C2)N(CCCl)CCCl)N=C1CCCC(=O)O.Cl. Cell line: CAKI-1. Synergy scores: CSS=40.1, Synergy_ZIP=0.432, Synergy_Bliss=1.63, Synergy_Loewe=1.49, Synergy_HSA=5.84. (3) Drug 1: CC1=C2C(C(=O)C3(C(CC4C(C3C(C(C2(C)C)(CC1OC(=O)C(C(C5=CC=CC=C5)NC(=O)OC(C)(C)C)O)O)OC(=O)C6=CC=CC=C6)(CO4)OC(=O)C)O)C)O. Drug 2: CC12CCC3C(C1CCC2OP(=O)(O)O)CCC4=C3C=CC(=C4)OC(=O)N(CCCl)CCCl.[Na+]. Cell line: SN12C. Synergy scores: CSS=55.7, Synergy_ZIP=15.7, Synergy_Bliss=18.4, Synergy_Loewe=1.50, Synergy_HSA=16.7. (4) Drug 1: CCCCCOC(=O)NC1=NC(=O)N(C=C1F)C2C(C(C(O2)C)O)O. Drug 2: CN(C(=O)NC(C=O)C(C(C(CO)O)O)O)N=O. Cell line: A498. Synergy scores: CSS=6.07, Synergy_ZIP=-2.03, Synergy_Bliss=-1.14, Synergy_Loewe=-3.37, Synergy_HSA=-0.986. (5) Drug 1: C1=NC2=C(N1)C(=S)N=CN2. Drug 2: CS(=O)(=O)OCCCCOS(=O)(=O)C. Cell line: UO-31. Synergy scores: CSS=22.2, Synergy_ZIP=-4.01, Synergy_Bliss=3.65, Synergy_Loewe=-6.01, Synergy_HSA=0.870. (6) Drug 1: CCC1=CC2CC(C3=C(CN(C2)C1)C4=CC=CC=C4N3)(C5=C(C=C6C(=C5)C78CCN9C7C(C=CC9)(C(C(C8N6C)(C(=O)OC)O)OC(=O)C)CC)OC)C(=O)OC.C(C(C(=O)O)O)(C(=O)O)O. Drug 2: CC1CCCC2(C(O2)CC(NC(=O)CC(C(C(=O)C(C1O)C)(C)C)O)C(=CC3=CSC(=N3)C)C)C. Cell line: DU-145. Synergy scores: CSS=52.0, Synergy_ZIP=-0.117, Synergy_Bliss=0.329, Synergy_Loewe=0.277, Synergy_HSA=-0.830. (7) Drug 1: CNC(=O)C1=NC=CC(=C1)OC2=CC=C(C=C2)NC(=O)NC3=CC(=C(C=C3)Cl)C(F)(F)F. Drug 2: CC12CCC3C(C1CCC2OP(=O)(O)O)CCC4=C3C=CC(=C4)OC(=O)N(CCCl)CCCl.[Na+]. Cell line: SF-539. Synergy scores: CSS=13.0, Synergy_ZIP=6.80, Synergy_Bliss=9.60, Synergy_Loewe=11.7, Synergy_HSA=10.6.